From a dataset of Aqueous solubility values for 9,982 compounds from the AqSolDB database. Regression/Classification. Given a drug SMILES string, predict its absorption, distribution, metabolism, or excretion properties. Task type varies by dataset: regression for continuous measurements (e.g., permeability, clearance, half-life) or binary classification for categorical outcomes (e.g., BBB penetration, CYP inhibition). For this dataset (solubility_aqsoldb), we predict Y. (1) The Y is -1.05 log mol/L. The drug is C=COCCOCCOC=C. (2) The molecule is CCCCCCCCOC(=O)c1ccc(O)c(Br)c1. The Y is -4.52 log mol/L. (3) The drug is CCC(C)(C)C(=O)O[C@H]1C[C@@H](C)C=C2C=C[C@H](C)[C@H](CC[C@@H]3C[C@@H](O)CC(=O)O3)[C@H]21. The Y is -7.14 log mol/L.